From a dataset of Catalyst prediction with 721,799 reactions and 888 catalyst types from USPTO. Predict which catalyst facilitates the given reaction. (1) Reactant: [CH2:1]([OH:4])[CH2:2][OH:3].O.S(C1C=CC(C)=CC=1)(O)(=O)=O.C1(C)C=CC=CC=1.[F:24][C:25]1[CH:26]=[C:27]([C:32](=O)[CH2:33][CH3:34])[CH:28]=[C:29]([F:31])[CH:30]=1. Product: [F:24][C:25]1[CH:26]=[C:27]([C:32]2([CH2:33][CH3:34])[O:4][CH2:1][CH2:2][O:3]2)[CH:28]=[C:29]([F:31])[CH:30]=1. The catalyst class is: 13. (2) Reactant: Cl.[NH2:2][C@@H:3]([C:36]([CH3:39])([CH3:38])[CH3:37])[C:4]([N:6]1[CH2:10][C@H:9]([O:11][C:12]2[CH:17]=[CH:16][C:15]([Cl:18])=[CH:14][N:13]=2)[CH2:8][C@H:7]1[C:19]([NH:21][C@H:22]([CH:28]([OH:35])[C:29]([NH:31][CH:32]1[CH2:34][CH2:33]1)=[O:30])[CH2:23][CH:24]1[CH2:27][CH2:26][CH2:25]1)=[O:20])=[O:5].C(N(CC)CC)C.[C:47]([N:51]=[C:52]=[O:53])([CH3:50])([CH3:49])[CH3:48]. Product: [C:47]([NH:51][C:52](=[O:53])[NH:2][C@@H:3]([C:36]([CH3:39])([CH3:38])[CH3:37])[C:4]([N:6]1[CH2:10][C@H:9]([O:11][C:12]2[CH:17]=[CH:16][C:15]([Cl:18])=[CH:14][N:13]=2)[CH2:8][C@H:7]1[C:19]([NH:21][C@H:22]([CH:28]([OH:35])[C:29]([NH:31][CH:32]1[CH2:33][CH2:34]1)=[O:30])[CH2:23][CH:24]1[CH2:27][CH2:26][CH2:25]1)=[O:20])=[O:5])([CH3:50])([CH3:49])[CH3:48]. The catalyst class is: 4. (3) Reactant: [C:1]([O:4][C:5](=[O:7])[CH3:6])(=O)[CH3:2].[F:8][C:9]1[CH:14]=[C:13]([F:15])[CH:12]=[CH:11][C:10]=1[C@@:16]([OH:48])([CH2:42][N:43]1[CH:47]=[N:46][CH:45]=[N:44]1)[C@H:17]([S:19][C@@H:20]1[CH2:25][O:24][C@@H:23]([C:26]2[CH:41]=[CH:40][C:29]([C:30]([NH:32][C:33]3[CH:38]=CC(O)=[CH:35][CH:34]=3)=[O:31])=[CH:28][CH:27]=2)[O:22][CH2:21]1)[CH3:18].C(=O)([O-])O.[Na+]. Product: [C:5]([O:4][C:1]1[CH:35]=[CH:34][C:33]([NH:32][C:30](=[O:31])[C:29]2[CH:28]=[CH:27][C:26]([C@H:23]3[O:22][CH2:21][C@H:20]([S:19][C@H:17]([CH3:18])[C@:16]([C:10]4[CH:11]=[CH:12][C:13]([F:15])=[CH:14][C:9]=4[F:8])([OH:48])[CH2:42][N:43]4[CH:47]=[N:46][CH:45]=[N:44]4)[CH2:25][O:24]3)=[CH:41][CH:40]=2)=[CH:38][CH:2]=1)(=[O:7])[CH3:6]. The catalyst class is: 17. (4) Reactant: P(Cl)(Cl)(Cl)=O.ClC(Cl)C.[Cl:10][C:11]1[CH:12]=[CH:13][C:14]([N:30]2[CH:34]=[CH:33][CH:32]=[CH:31]2)=[C:15]([C:17]([C:19]2[C:24]([F:25])=[CH:23][CH:22]=[C:21]([O:26][CH3:27])[C:20]=2[O:28][CH3:29])=[O:18])[CH:16]=1.[C:35]([O-])(=[O:37])C.[Na+]. Product: [Cl:10][C:11]1[CH:12]=[CH:13][C:14]([N:30]2[CH:34]=[CH:33][CH:32]=[C:31]2[CH:35]=[O:37])=[C:15]([C:17](=[O:18])[C:19]2[C:24]([F:25])=[CH:23][CH:22]=[C:21]([O:26][CH3:27])[C:20]=2[O:28][CH3:29])[CH:16]=1. The catalyst class is: 9. (5) Product: [Cl:13][C:14]1[CH:15]=[CH:16][C:17]([S:20]([C:23]2[C:24]([CH2:31][CH2:32][C:33]([OH:35])=[O:34])=[C:25](/[CH:29]=[C:7]3\[C:8](=[O:12])[NH:9][C:10]4[C:6]\3=[CH:5][CH:4]=[C:3]([O:2][CH3:1])[CH:11]=4)[NH:26][C:27]=2[CH3:28])(=[O:21])=[O:22])=[CH:18][CH:19]=1. The catalyst class is: 8. Reactant: [CH3:1][O:2][C:3]1[CH:11]=[C:10]2[C:6]([CH2:7][C:8](=[O:12])[NH:9]2)=[CH:5][CH:4]=1.[Cl:13][C:14]1[CH:19]=[CH:18][C:17]([S:20]([C:23]2[C:24]([CH2:31][CH2:32][C:33]([OH:35])=[O:34])=[C:25]([CH:29]=O)[NH:26][C:27]=2[CH3:28])(=[O:22])=[O:21])=[CH:16][CH:15]=1.N1CCCCC1.